Dataset: Catalyst prediction with 721,799 reactions and 888 catalyst types from USPTO. Task: Predict which catalyst facilitates the given reaction. (1) Reactant: C([O-])([O-])=O.[K+].[K+].[C:7]([N:9]=[C:10]([NH:13][CH3:14])[CH2:11][CH3:12])#[N:8].[CH2:15]([O:17][C:18](=[O:21])[CH2:19]Br)[CH3:16].O. Product: [C:7]([N:9]=[C:10]([N:13]([CH3:14])[CH2:19][C:18]([O:17][CH2:15][CH3:16])=[O:21])[CH2:11][CH3:12])#[N:8]. The catalyst class is: 589. (2) Reactant: [C:1]([O:5][C:6]([N:8]1[CH2:13][CH2:12][CH:11]([C:14]#[N:15])[CH2:10][CH2:9]1)=[O:7])([CH3:4])([CH3:3])[CH3:2].C[Si]([N-][Si](C)(C)C)(C)C.[K+].F[C:27]1[C:32]([F:33])=[CH:31][CH:30]=[CH:29][N:28]=1. Product: [C:1]([O:5][C:6]([N:8]1[CH2:13][CH2:12][C:11]([C:14]#[N:15])([C:27]2[C:32]([F:33])=[CH:31][CH:30]=[CH:29][N:28]=2)[CH2:10][CH2:9]1)=[O:7])([CH3:4])([CH3:2])[CH3:3]. The catalyst class is: 3. (3) Reactant: Cl[C:2]1[C:3]2[C:4](=[CH:18][N:19](CC3C=CC(OC)=CC=3)[N:20]=2)[N:5]=[C:6]([C:8]2[CH:17]=[CH:16][C:11]([C:12]([O:14][CH3:15])=[O:13])=[CH:10][CH:9]=2)[N:7]=1.[CH3:30][O:31][C:32]1[CH:33]=[C:34]([CH:36]=[CH:37][C:38]=1[O:39][CH3:40])[NH2:35].Cl. Product: [CH3:30][O:31][C:32]1[CH:33]=[C:34]([NH:35][C:2]2[C:3]3[NH:20][N:19]=[CH:18][C:4]=3[N:5]=[C:6]([C:8]3[CH:17]=[CH:16][C:11]([C:12]([O:14][CH3:15])=[O:13])=[CH:10][CH:9]=3)[N:7]=2)[CH:36]=[CH:37][C:38]=1[O:39][CH3:40]. The catalyst class is: 71.